This data is from Forward reaction prediction with 1.9M reactions from USPTO patents (1976-2016). The task is: Predict the product of the given reaction. (1) Given the reactants [CH2:1]1[S:5][C@H:4]([CH2:6][OH:7])[O:3][C@@H:2]1[N:8]1[C:13](=[O:14])[N:12]=[C:11]([NH2:15])[CH:10]=[CH:9]1.C1C=C(C(O)=O)C(O)=CC=1.P([O-])([O-])(O)=O.[K+].[K+].NC1C=CN([C@H]2O[C@@H](C(O[C@@H]3C[C@H](C)CC[C@H]3C(C)C)=O)SC2)C(=O)N=1.[BH4-].[Na+].[OH-].[Na+], predict the reaction product. The product is: [CH2:1]1[S:5][C@H:4]([CH2:6][OH:7])[O:3][C@@H:2]1[N:8]1[C:13](=[O:14])[N:12]=[C:11]([NH2:15])[CH:10]=[CH:9]1. (2) Given the reactants [F:1][C:2]([F:10])([F:9])[CH2:3][CH2:4][S:5](Cl)(=[O:7])=[O:6].[CH2:11]([O:14][C:15]1[C:20]([F:21])=[C:19]([F:22])[CH:18]=[CH:17][C:16]=1[NH:23][C:24]([C:26]1[C:30]([CH3:31])=[C:29]([C:32]2[CH:37]=[CH:36][C:35]([OH:38])=[CH:34][CH:33]=2)[N:28]([C:39]2[CH:44]=[CH:43][C:42]([Cl:45])=[CH:41][C:40]=2[Cl:46])[N:27]=1)=[O:25])[CH:12]=[CH2:13].O, predict the reaction product. The product is: [F:1][C:2]([F:10])([F:9])[CH2:3][CH2:4][S:5]([O:38][C:35]1[CH:34]=[CH:33][C:32]([C:29]2[N:28]([C:39]3[CH:44]=[CH:43][C:42]([Cl:45])=[CH:41][C:40]=3[Cl:46])[N:27]=[C:26]([C:24]([NH:23][C:16]3[CH:17]=[CH:18][C:19]([F:22])=[C:20]([F:21])[C:15]=3[O:14][CH2:11][CH:12]=[CH2:13])=[O:25])[C:30]=2[CH3:31])=[CH:37][CH:36]=1)(=[O:7])=[O:6]. (3) Given the reactants [F:1][CH2:2][CH:3]([OH:6])[CH2:4][F:5].[Cl:7][C:8]1[CH:9]=[C:10]([CH:15]=[CH:16][C:17]=1O)[C:11]([O:13][CH3:14])=[O:12].C1(P(C2C=CC=CC=2)C2C=CC=CC=2)C=CC=CC=1.CC(OC(/N=N/C(OC(C)C)=O)=O)C, predict the reaction product. The product is: [Cl:7][C:8]1[CH:9]=[C:10]([CH:15]=[CH:16][C:17]=1[O:6][CH:3]([CH2:4][F:5])[CH2:2][F:1])[C:11]([O:13][CH3:14])=[O:12]. (4) Given the reactants [Br:1][C:2]1[CH:3]=[C:4]([C:8]2([C:15]3[CH:16]=[N:17][C:18]([O:21][CH:22]([F:24])[F:23])=[CH:19][CH:20]=3)[NH:13][C:12](=S)[CH2:11][O:10][CH2:9]2)[CH:5]=[CH:6][CH:7]=1.[NH3:25], predict the reaction product. The product is: [Br:1][C:2]1[CH:3]=[C:4]([C:8]2([C:15]3[CH:16]=[N:17][C:18]([O:21][CH:22]([F:24])[F:23])=[CH:19][CH:20]=3)[CH2:9][O:10][CH2:11][C:12]([NH2:25])=[N:13]2)[CH:5]=[CH:6][CH:7]=1.